This data is from Peptide-MHC class I binding affinity with 185,985 pairs from IEDB/IMGT. The task is: Regression. Given a peptide amino acid sequence and an MHC pseudo amino acid sequence, predict their binding affinity value. This is MHC class I binding data. (1) The peptide sequence is RMMGVKYLM. The MHC is HLA-B58:01 with pseudo-sequence HLA-B58:01. The binding affinity (normalized) is 0.738. (2) The peptide sequence is WQFGPSTYY. The MHC is HLA-A30:01 with pseudo-sequence HLA-A30:01. The binding affinity (normalized) is 0.0847. (3) The peptide sequence is FPREGVFVF. The MHC is HLA-B08:01 with pseudo-sequence HLA-B08:01. The binding affinity (normalized) is 0.561. (4) The peptide sequence is YAEMWAQDA. The MHC is HLA-A02:06 with pseudo-sequence HLA-A02:06. The binding affinity (normalized) is 0.00207. (5) The peptide sequence is WIAVPTWRI. The MHC is Mamu-A2601 with pseudo-sequence Mamu-A2601. The binding affinity (normalized) is 0.178. (6) The peptide sequence is FYFTNDVSF. The MHC is HLA-A26:01 with pseudo-sequence HLA-A26:01. The binding affinity (normalized) is 0.0747. (7) The peptide sequence is DSPATLSAY. The MHC is HLA-A01:01 with pseudo-sequence HLA-A01:01. The binding affinity (normalized) is 0.0847. (8) The peptide sequence is EVCQATSQY. The MHC is HLA-B39:01 with pseudo-sequence HLA-B39:01. The binding affinity (normalized) is 0.213. (9) The peptide sequence is GTDSGFAAY. The MHC is Patr-B0101 with pseudo-sequence Patr-B0101. The binding affinity (normalized) is 0. (10) The peptide sequence is LLLMRTSWAL. The MHC is HLA-A02:01 with pseudo-sequence HLA-A02:01. The binding affinity (normalized) is 0.842.